Dataset: Forward reaction prediction with 1.9M reactions from USPTO patents (1976-2016). Task: Predict the product of the given reaction. (1) Given the reactants [Br:1][C:2]1[CH:3]=[C:4]([CH2:8][OH:9])[CH:5]=[CH:6][CH:7]=1.N1C=CN=C1.[CH3:15][C:16]([Si:19](Cl)([CH3:21])[CH3:20])([CH3:18])[CH3:17], predict the reaction product. The product is: [Br:1][C:2]1[CH:3]=[C:4]([CH2:8][O:9][Si:19]([C:16]([CH3:18])([CH3:17])[CH3:15])([CH3:21])[CH3:20])[CH:5]=[CH:6][CH:7]=1. (2) Given the reactants [CH:1](/[C:9]1[N:10]=[N:11][N:12]([C:14]2[CH:15]=[C:16]([CH:19]=[CH:20][CH:21]=2)[C:17]#[N:18])[N:13]=1)=C\C1C=CC=CC=1.CC[O:24]C(C)=O, predict the reaction product. The product is: [CH:1]([C:9]1[N:10]=[N:11][N:12]([C:14]2[CH:15]=[C:16]([CH:19]=[CH:20][CH:21]=2)[C:17]#[N:18])[N:13]=1)=[O:24]. (3) Given the reactants [Cl:1][C:2]1[CH:3]=[C:4]([C:12]2[O:16][N:15]=[C:14]([C:17]3[CH:18]=[CH:19][CH:20]=[C:21]4[C:25]=3[N:24]([CH3:26])[CH:23]=[C:22]4[CH2:27][NH:28][CH2:29][C:30]([O:32]CC)=[O:31])[N:13]=2)[CH:5]=[CH:6][C:7]=1[O:8][CH:9]([CH3:11])[CH3:10].[OH-].[Na+], predict the reaction product. The product is: [Cl:1][C:2]1[CH:3]=[C:4]([C:12]2[O:16][N:15]=[C:14]([C:17]3[CH:18]=[CH:19][CH:20]=[C:21]4[C:25]=3[N:24]([CH3:26])[CH:23]=[C:22]4[CH2:27][NH:28][CH2:29][C:30]([OH:32])=[O:31])[N:13]=2)[CH:5]=[CH:6][C:7]=1[O:8][CH:9]([CH3:10])[CH3:11]. (4) Given the reactants [CH3:1][C:2]1[CH:6]=[C:5]([N:7]2[CH2:11][CH2:10][N:9]([CH2:12][C:13](=[O:20])[C:14]3[CH:19]=[CH:18][CH:17]=[CH:16][CH:15]=3)[C:8]2=[O:21])[S:4][C:3]=1[C:22]([NH:24][CH2:25][C:26]1[CH:27]=[N:28][CH:29]=[CH:30][CH:31]=1)=[O:23].[BH4-].[Na+], predict the reaction product. The product is: [OH:20][CH:13]([C:14]1[CH:15]=[CH:16][CH:17]=[CH:18][CH:19]=1)[CH2:12][N:9]1[CH2:10][CH2:11][N:7]([C:5]2[S:4][C:3]([C:22]([NH:24][CH2:25][C:26]3[CH:27]=[N:28][CH:29]=[CH:30][CH:31]=3)=[O:23])=[C:2]([CH3:1])[CH:6]=2)[C:8]1=[O:21]. (5) Given the reactants [OH:1][C:2]1[CH:3]=[C:4]([CH2:8][NH:9][C:10](=[O:18])[C:11]2[CH:16]=[CH:15][CH:14]=[N:13][C:12]=2[NH2:17])[CH:5]=[CH:6][CH:7]=1.I[CH2:20][CH2:21][CH2:22][CH2:23][CH2:24][CH2:25][CH3:26].C(=O)([O-])[O-].[Cs+].[Cs+].CN(C=O)C, predict the reaction product. The product is: [CH2:20]([O:1][C:2]1[CH:3]=[C:4]([CH2:8][NH:9][C:10](=[O:18])[C:11]2[CH:16]=[CH:15][CH:14]=[N:13][C:12]=2[NH2:17])[CH:5]=[CH:6][CH:7]=1)[CH2:21][CH2:22][CH2:23][CH2:24][CH2:25][CH3:26]. (6) Given the reactants F[C:2]1[CH:7]=[CH:6][CH:5]=[C:4]([N+:8]([O-])=O)[CH:3]=1.[CH3:11][CH:12]1[CH2:17][NH:16][CH2:15][CH:14]([CH3:18])[NH:13]1, predict the reaction product. The product is: [CH3:11][CH:12]1[NH:13][CH:14]([CH3:18])[CH2:15][N:16]([C:2]2[CH:3]=[C:4]([NH2:8])[CH:5]=[CH:6][CH:7]=2)[CH2:17]1. (7) Given the reactants [C:1]([O:5][C:6]([N:8]1[CH2:19][CH2:18][N:17]([CH2:20][CH2:21][CH2:22][NH:23][C:24](=[O:44])[C@@H:25]([NH:34]C(OC2C=CC=CC=2)=O)[CH2:26][C:27]2[CH:32]=[CH:31][C:30]([OH:33])=[CH:29][CH:28]=2)[CH2:16][CH2:15][N:14]([C:45]([O:47][C:48]([CH3:51])([CH3:50])[CH3:49])=[O:46])[CH2:13][CH2:12][N:11]([C:52]([O:54][C:55]([CH3:58])([CH3:57])[CH3:56])=[O:53])[CH2:10][CH2:9]1)=[O:7])([CH3:4])([CH3:3])[CH3:2], predict the reaction product. The product is: [C:1]([O:5][C:6]([N:8]1[CH2:19][CH2:18][N:17]([CH2:20][CH2:21][CH2:22][NH:23][C:24](=[O:44])[C@H:25]([NH2:34])[CH2:26][C:27]2[CH:28]=[CH:29][C:30]([OH:33])=[CH:31][CH:32]=2)[CH2:16][CH2:15][N:14]([C:45]([O:47][C:48]([CH3:50])([CH3:49])[CH3:51])=[O:46])[CH2:13][CH2:12][N:11]([C:52]([O:54][C:55]([CH3:58])([CH3:57])[CH3:56])=[O:53])[CH2:10][CH2:9]1)=[O:7])([CH3:4])([CH3:2])[CH3:3].